From a dataset of Full USPTO retrosynthesis dataset with 1.9M reactions from patents (1976-2016). Predict the reactants needed to synthesize the given product. (1) Given the product [CH3:1][S:2][CH2:3][C:4]1[CH:5]=[CH:6][CH:7]=[C:8]2[C:12]=1[NH:11][CH:10]=[C:9]2[CH:13]([C:20]1[CH:29]=[CH:28][C:27]2[C:22](=[CH:23][CH:24]=[CH:25][CH:26]=2)[CH:21]=1)[CH2:14][CH2:15][OH:16], predict the reactants needed to synthesize it. The reactants are: [CH3:1][S:2][CH2:3][C:4]1[CH:5]=[CH:6][CH:7]=[C:8]2[C:12]=1[NH:11][CH:10]=[C:9]2[CH:13]([C:20]1[CH:29]=[CH:28][C:27]2[C:22](=[CH:23][CH:24]=[CH:25][CH:26]=2)[CH:21]=1)[CH2:14][C:15](OCC)=[O:16].[H-].[Al+3].[Li+].[H-].[H-].[H-].Cl.C(OCC)(=O)C. (2) Given the product [NH2:10][C:6]1[CH:7]=[C:2]([Cl:1])[N:3]=[C:4]([CH3:9])[N:5]=1, predict the reactants needed to synthesize it. The reactants are: [Cl:1][C:2]1[CH:7]=[C:6](Cl)[N:5]=[C:4]([CH3:9])[N:3]=1.[NH4+:10].[OH-]. (3) The reactants are: [Br:1][C:2]1[C:3]([F:12])=[C:4]2[C:10]([NH2:11])=[CH:9][NH:8][C:5]2=[N:6][CH:7]=1.[CH3:13][N:14]1[C:19](=[O:20])[CH:18]=[CH:17][C:16]([C:21](O)=[O:22])=[CH:15]1.C1N(P(Cl)(N2C(=O)OCC2)=O)C(=O)OC1.[Li+].[OH-]. Given the product [Br:1][C:2]1[C:3]([F:12])=[C:4]2[C:10]([NH:11][C:21]([C:16]3[CH:17]=[CH:18][C:19](=[O:20])[N:14]([CH3:13])[CH:15]=3)=[O:22])=[CH:9][NH:8][C:5]2=[N:6][CH:7]=1, predict the reactants needed to synthesize it. (4) Given the product [CH:1]1([CH2:4][O:5][C:6]2[N:11]=[C:10]([C:12]([N:23]3[CH2:24][CH2:25][CH2:26][CH:27]([C:28]4[CH:33]=[CH:32][CH:31]=[CH:30][CH:29]=4)[CH:22]3[CH3:21])=[O:14])[CH:9]=[CH:8][C:7]=2[N:15]2[CH2:18][C:17]([F:20])([F:19])[CH2:16]2)[CH2:2][CH2:3]1, predict the reactants needed to synthesize it. The reactants are: [CH:1]1([CH2:4][O:5][C:6]2[N:11]=[C:10]([C:12]([OH:14])=O)[CH:9]=[CH:8][C:7]=2[N:15]2[CH2:18][C:17]([F:20])([F:19])[CH2:16]2)[CH2:3][CH2:2]1.[CH3:21][CH:22]1[CH:27]([C:28]2[CH:33]=[CH:32][CH:31]=[CH:30][CH:29]=2)[CH2:26][CH2:25][CH2:24][NH:23]1.CN(C(ON1N=NC2C=CC=CC1=2)=[N+](C)C)C.[B-](F)(F)(F)F.CCN(C(C)C)C(C)C. (5) Given the product [F:1][C:2]1[CH:7]=[CH:6][C:5]([F:8])=[CH:4][C:3]=1[O:9][CH2:20][CH2:19][CH2:18][NH:17][C:10](=[O:11])[O:12][C:13]([CH3:16])([CH3:15])[CH3:14], predict the reactants needed to synthesize it. The reactants are: [F:1][C:2]1[CH:7]=[CH:6][C:5]([F:8])=[CH:4][C:3]=1[OH:9].[C:10]([NH:17][CH2:18][CH2:19][CH2:20]O)([O:12][C:13]([CH3:16])([CH3:15])[CH3:14])=[O:11].C1(P(C2C=CC=CC=2)C2C=CC=CC=2)C=CC=CC=1.N(C(OC(C)C)=O)=NC(OC(C)C)=O.